The task is: Predict the reaction yield, written as a fraction of the theoretical maximum amount of product (1.0 means a 100% yield; for example, 0.34 means a 34% yield).. This data is from Reaction yield outcomes from USPTO patents with 853,638 reactions. (1) The reactants are [CH:1]1([NH:4][C:5](=[O:42])[CH2:6][O:7][C:8]2[CH:9]=[C:10]([C:14]3[N:19]=[C:18]([N:20]4[CH2:24][CH2:23][CH2:22][CH2:21]4)[N:17]=[C:16]([NH:25][C:26]4[CH:27]=[C:28]5[C:32](=[CH:33][CH:34]=4)[N:31](C(OC(C)(C)C)=O)[N:30]=[CH:29]5)[CH:15]=3)[CH:11]=[CH:12][CH:13]=2)[CH2:3][CH2:2]1. The catalyst is C(O)(C(F)(F)F)C(F)(F)F. The product is [NH:31]1[C:32]2[C:28](=[CH:27][C:26]([NH:25][C:16]3[N:17]=[C:18]([N:20]4[CH2:24][CH2:23][CH2:22][CH2:21]4)[N:19]=[C:14]([C:10]4[CH:9]=[C:8]([CH:13]=[CH:12][CH:11]=4)[O:7][CH2:6][C:5]([NH:4][CH:1]4[CH2:2][CH2:3]4)=[O:42])[CH:15]=3)=[CH:34][CH:33]=2)[CH:29]=[N:30]1. The yield is 0.467. (2) The reactants are [C:1]([O:5][C:6]([N:8]([C:38]([O:40][C:41]([CH3:44])([CH3:43])[CH3:42])=[O:39])[C:9]1[C:10]([C:17]2[O:21][C:20]([C:22]3[CH:27]=[CH:26][C:25]([CH2:28][N:29]([CH3:37])[C:30](=[O:36])[O:31][C:32]([CH3:35])([CH3:34])[CH3:33])=[CH:24][CH:23]=3)=[N:19][N:18]=2)=[N:11][C:12]([CH:15]=[CH2:16])=[CH:13][N:14]=1)=[O:7])([CH3:4])([CH3:3])[CH3:2].[N+](=[CH:47][C:48]([O:50][CH2:51][CH3:52])=[O:49])=[N-]. The catalyst is C1(C)C=CC=CC=1. The product is [C:41]([O:40][C:38]([N:8]([C:6]([O:5][C:1]([CH3:2])([CH3:4])[CH3:3])=[O:7])[C:9]1[N:14]=[CH:13][C:12]([CH:15]2[CH2:16][CH:47]2[C:48]([O:50][CH2:51][CH3:52])=[O:49])=[N:11][C:10]=1[C:17]1[O:21][C:20]([C:22]2[CH:27]=[CH:26][C:25]([CH2:28][N:29]([C:30]([O:31][C:32]([CH3:33])([CH3:34])[CH3:35])=[O:36])[CH3:37])=[CH:24][CH:23]=2)=[N:19][N:18]=1)=[O:39])([CH3:44])([CH3:42])[CH3:43]. The yield is 0.950. (3) The reactants are [F:1][C:2]([F:7])([F:6])[C:3]([OH:5])=[O:4].[C:8]([C:11]1[CH:16]=[CH:15][C:14]([NH:17][CH:18]([C:22]2[CH:27]=[CH:26][C:25]([O:28][CH2:29][CH2:30][N:31]([CH3:33])[CH3:32])=[C:24]([O:34][CH2:35][CH3:36])[CH:23]=2)[C:19](O)=[O:20])=[CH:13][CH:12]=1)(=[NH:10])[NH2:9].O.ON1C2C=CC=CC=2N=N1.Cl.C(N=C=NCCCN(C)C)C.[N:60]1[CH:65]=[CH:64][CH:63]=[CH:62][C:61]=1[NH:66][NH2:67]. The catalyst is CN(C)C=O. The product is [F:1][C:2]([F:7])([F:6])[C:3]([OH:5])=[O:4].[CH3:33][N:31]([CH3:32])[CH2:30][CH2:29][O:28][C:25]1[CH:26]=[CH:27][C:22]([CH:18]([NH:17][C:14]2[CH:13]=[CH:12][C:11]([C:8]([NH2:9])=[NH:10])=[CH:16][CH:15]=2)[C:19]([NH:67][NH:66][C:61]2[CH:62]=[CH:63][CH:64]=[CH:65][N:60]=2)=[O:20])=[CH:23][C:24]=1[O:34][CH2:35][CH3:36]. The yield is 0.260. (4) The catalyst is C1COCC1.C(O)C.C1(C)C=CC=CC=1.C1(C)C=CC(S(O)(=O)=O)=CC=1. The reactants are [CH3:1][CH:2]1[C:19](=O)[C:5]2=[CH:6][C:7]3[C:8]([CH3:18])([CH3:17])[C:9]4[C:14]([C:15]=3[CH:16]=[C:4]2[CH2:3]1)=[CH:13][CH:12]=[CH:11][CH:10]=4.[BH4-].[Na+]. The product is [CH3:1][C:2]1[CH2:3][C:4]2[C:5]([CH:19]=1)=[CH:6][C:7]1[C:8]([CH3:18])([CH3:17])[C:9]3[C:14]([C:15]=1[CH:16]=2)=[CH:13][CH:12]=[CH:11][CH:10]=3. The yield is 0.894. (5) The reactants are [CH2:1]([O:8][C:9]1[C:14]([O:15][CH3:16])=[CH:13][CH:12]=[CH:11][C:10]=1[CH2:17][CH:18]([OH:21])[CH2:19][OH:20])[C:2]1[CH:7]=[CH:6][CH:5]=[CH:4][CH:3]=1.[Si:22](Cl)([C:25]([CH3:28])([CH3:27])[CH3:26])([CH3:24])[CH3:23].C(N(CC)CC)C. The catalyst is CN(C)C=O.CN(C)C1C=CN=CC=1. The product is [CH2:1]([O:8][C:9]1[C:14]([O:15][CH3:16])=[CH:13][CH:12]=[CH:11][C:10]=1[CH2:17][CH:18]([OH:21])[CH2:19][O:20][Si:22]([C:25]([CH3:28])([CH3:27])[CH3:26])([CH3:24])[CH3:23])[C:2]1[CH:3]=[CH:4][CH:5]=[CH:6][CH:7]=1. The yield is 0.830. (6) The reactants are [C:1]([O:5][C:6]([N:8]1[CH2:13][CH2:12][CH2:11][C@@H:10](C(O)=O)[C@@H:9]1[CH3:17])=[O:7])([CH3:4])([CH3:3])[CH3:2].CC[N:20]([CH:24](C)C)C(C)C.C1C=CC(P(N=[N+]=[N-])(C2C=CC=CC=2)=[O:34])=CC=1.[CH2:44]([OH:51])[C:45]1[CH:50]=[CH:49][CH:48]=[CH:47][CH:46]=1. The catalyst is C1(C)C=CC=CC=1.C([O-])(O)=O.[Na+]. The product is [CH2:44]([O:51][C:24]([NH:20][C@@H:10]1[CH2:11][CH2:12][CH2:13][N:8]([C:6]([O:5][C:1]([CH3:2])([CH3:3])[CH3:4])=[O:7])[C@H:9]1[CH3:17])=[O:34])[C:45]1[CH:50]=[CH:49][CH:48]=[CH:47][CH:46]=1. The yield is 0.180. (7) The reactants are [Cl:1][C:2]1[C:11]2[C:6](=[CH:7][C:8]([OH:14])=[C:9]([C:12]#[N:13])[CH:10]=2)[N:5]=[CH:4][CH:3]=1.[N:15]1([CH2:20][CH2:21][CH2:22]O)[CH2:19][CH2:18][CH2:17][CH2:16]1.C1(P(C2C=CC=CC=2)C2C=CC=CC=2)C=CC=CC=1.N(C(OCC)=O)=NC(OCC)=O. The catalyst is C(Cl)Cl. The product is [Cl:1][C:2]1[C:11]2[C:6](=[CH:7][C:8]([O:14][CH2:22][CH2:21][CH2:20][N:15]3[CH2:19][CH2:18][CH2:17][CH2:16]3)=[C:9]([C:12]#[N:13])[CH:10]=2)[N:5]=[CH:4][CH:3]=1. The yield is 0.900.